This data is from Full USPTO retrosynthesis dataset with 1.9M reactions from patents (1976-2016). The task is: Predict the reactants needed to synthesize the given product. The reactants are: CN(C(ON1N=NC2C=CC=NC1=2)=[N+](C)C)C.F[P-](F)(F)(F)(F)F.[C:25]1([C:31](=[N:38][CH2:39][C:40]2([C:55]([OH:57])=O)[CH2:45][CH2:44][N:43]([C:46]3[C:47]4[CH:54]=[CH:53][NH:52][C:48]=4[N:49]=[CH:50][N:51]=3)[CH2:42][CH2:41]2)[C:32]2[CH:37]=[CH:36][CH:35]=[CH:34][CH:33]=2)[CH:30]=[CH:29][CH:28]=[CH:27][CH:26]=1.Cl.[Br:59][C:60]1[S:64][C:63]([CH2:65][NH2:66])=[CH:62][CH:61]=1.CCN(C(C)C)C(C)C. Given the product [Br:59][C:60]1[S:64][C:63]([CH2:65][NH:66][C:55]([C:40]2([CH2:39][N:38]=[C:31]([C:25]3[CH:26]=[CH:27][CH:28]=[CH:29][CH:30]=3)[C:32]3[CH:37]=[CH:36][CH:35]=[CH:34][CH:33]=3)[CH2:41][CH2:42][N:43]([C:46]3[C:47]4[CH:54]=[CH:53][NH:52][C:48]=4[N:49]=[CH:50][N:51]=3)[CH2:44][CH2:45]2)=[O:57])=[CH:62][CH:61]=1, predict the reactants needed to synthesize it.